This data is from Forward reaction prediction with 1.9M reactions from USPTO patents (1976-2016). The task is: Predict the product of the given reaction. (1) Given the reactants [F:1][C:2]1[CH:7]=[C:6]([C:8]([N:10]2[CH2:15][CH2:14][NH:13][CH2:12][CH2:11]2)=[O:9])[CH:5]=[CH:4][C:3]=1[N:16]1[C@H:20]([CH2:21][O:22][CH3:23])[CH2:19][O:18][C:17]1=[O:24].Cl[C:26]1[C:31]([Cl:32])=[CH:30][C:29]([Cl:33])=[CH:28][N:27]=1.C(=O)([O-])[O-].[K+].[K+].C(OCC)(=O)C, predict the reaction product. The product is: [Cl:32][C:31]1[C:26]([N:13]2[CH2:14][CH2:15][N:10]([C:8]([C:6]3[CH:5]=[CH:4][C:3]([N:16]4[C@H:20]([CH2:21][O:22][CH3:23])[CH2:19][O:18][C:17]4=[O:24])=[C:2]([F:1])[CH:7]=3)=[O:9])[CH2:11][CH2:12]2)=[N:27][CH:28]=[C:29]([Cl:33])[CH:30]=1. (2) Given the reactants [CH3:1][C:2]([NH:5][S:6]([C:9]1[C:10]([F:19])=[CH:11][C:12]([F:18])=[C:13]([CH:17]=1)[C:14]([OH:16])=O)(=[O:8])=[O:7])([CH3:4])[CH3:3].CCN(C(C)C)C(C)C.CN(C(ON1N=NC2C=CC=NC1=2)=[N+](C)C)C.F[P-](F)(F)(F)(F)F.ClC1C(C([N:62]2[CH2:67][CH2:66][C:65]([C:88]3[CH:93]=[CH:92][CH:91]=[C:90]([F:94])[CH:89]=3)([CH2:68][CH2:69][N:70]3[CH:75]4[CH2:76][CH2:77][CH:71]3[CH2:72][CH:73]([N:78]3[C:82]5[CH:83]=[CH:84][CH:85]=[CH:86][C:81]=5[N:80]=[C:79]3[CH3:87])[CH2:74]4)[CH2:64][CH2:63]2)=O)=C(Cl)C=CC=1S(NC)(=O)=O, predict the reaction product. The product is: [CH3:4][C:2]([NH:5][S:6]([C:9]1[CH:17]=[C:13]([C:14]([N:62]2[CH2:63][CH2:64][C:65]([C:88]3[CH:93]=[CH:92][CH:91]=[C:90]([F:94])[CH:89]=3)([CH2:68][CH2:69][N:70]3[CH:71]4[CH2:77][CH2:76][CH:75]3[CH2:74][CH:73]([N:78]3[C:82]5[CH:83]=[CH:84][CH:85]=[CH:86][C:81]=5[N:80]=[C:79]3[CH3:87])[CH2:72]4)[CH2:66][CH2:67]2)=[O:16])[C:12]([F:18])=[CH:11][C:10]=1[F:19])(=[O:7])=[O:8])([CH3:1])[CH3:3]. (3) Given the reactants [H-].[Na+].[F:3][C:4]([F:36])([F:35])[C:5]1[CH:6]=[C:7]([C@H:15]([O:17][C@@H:18]2[C@@H:23]([C:24]3[CH:29]=[CH:28][CH:27]=[CH:26][CH:25]=3)[C@H:22]([C@H:30]3CCN3C)[CH2:21][CH2:20][O:19]2)[CH3:16])[CH:8]=[C:9]([C:11]([F:14])([F:13])[F:12])[CH:10]=1.[N:37]1([C:42]([O-:44])=[O:43])[CH2:41][CH2:40][CH2:39][CH2:38]1.O, predict the reaction product. The product is: [F:13][C:11]([F:12])([F:14])[C:9]1[CH:8]=[C:7]([C@H:15]([O:17][C@@H:18]2[C@@H:23]([C:24]3[CH:25]=[CH:26][CH:27]=[CH:28][CH:29]=3)[C@H:22]([CH:30]3[O:43][C:42](=[O:44])[N:37]4[CH2:41][CH2:40][CH2:39][CH:38]34)[CH2:21][CH2:20][O:19]2)[CH3:16])[CH:6]=[C:5]([C:4]([F:36])([F:35])[F:3])[CH:10]=1. (4) Given the reactants [ClH:1].N[C:3]1[CH:4]=[CH:5][C:6]2[NH:11][C:10](=[O:12])[CH2:9][O:8][C:7]=2[CH:13]=1.N([O-])=O.[Na+].[S:18](=[O:20])=[O:19], predict the reaction product. The product is: [O:12]=[C:10]1[CH2:9][O:8][C:7]2[CH:13]=[C:3]([S:18]([Cl:1])(=[O:20])=[O:19])[CH:4]=[CH:5][C:6]=2[NH:11]1. (5) Given the reactants C[Si](C)(C)[NH:3][Si](C)(C)C.C([Li])CCC.[CH:15](=O)[C:16]1[CH:21]=[CH:20][CH:19]=[CH:18][CH:17]=1.[CH3:23][Si:24]([CH3:39])([CH3:38])[O:25][CH:26]=[C:27](O[Si](C)(C)C)[O:28][Si](C)(C)C.C=C.C[Si](Cl)(C)C.CO, predict the reaction product. The product is: [CH3:23][Si:24]([CH3:39])([CH3:38])[O:25][C@H:26]1[C@@H:15]([C:16]2[CH:21]=[CH:20][CH:19]=[CH:18][CH:17]=2)[NH:3][C:27]1=[O:28]. (6) Given the reactants [CH3:1][C:2]1[N:3]([C:8]2[CH:12]=[CH:11][N:10]([C:13]3[CH:18]=[CH:17][CH:16]=[C:15]([F:19])[CH:14]=3)[N:9]=2)[C:4]([CH3:7])=[CH:5][CH:6]=1.C([Li])CCC.[I:25]I.S([O-])([O-])(=O)=S.[Na+].[Na+].N, predict the reaction product. The product is: [CH3:7][C:4]1[N:3]([C:8]2[CH:12]=[C:11]([I:25])[N:10]([C:13]3[CH:18]=[CH:17][CH:16]=[C:15]([F:19])[CH:14]=3)[N:9]=2)[C:2]([CH3:1])=[CH:6][CH:5]=1. (7) Given the reactants [CH:1]1([CH2:4][N:5]2[C:10](=[O:11])[C:9]([CH2:12]OS(C)(=O)=O)=[CH:8][C:7]([C:18]3[CH:23]=[CH:22][C:21]([O:24][CH3:25])=[C:20]([F:26])[CH:19]=3)=[N:6]2)[CH2:3][CH2:2]1.[C:27]1(=[O:37])[NH:31][C:30](=[O:32])[C:29]2=[CH:33][CH:34]=[CH:35][CH:36]=[C:28]12.[K].O, predict the reaction product. The product is: [CH:1]1([CH2:4][N:5]2[C:10](=[O:11])[C:9]([CH2:12][N:31]3[C:27](=[O:37])[C:28]4=[CH:36][CH:35]=[CH:34][CH:33]=[C:29]4[C:30]3=[O:32])=[CH:8][C:7]([C:18]3[CH:23]=[CH:22][C:21]([O:24][CH3:25])=[C:20]([F:26])[CH:19]=3)=[N:6]2)[CH2:3][CH2:2]1.